The task is: Predict the reactants needed to synthesize the given product.. This data is from Full USPTO retrosynthesis dataset with 1.9M reactions from patents (1976-2016). The reactants are: [C:1](#[N:3])[CH3:2].C([Li])CCC.C([O:11][C:12](=O)[CH2:13][C:14]1[CH:19]=[CH:18][CH:17]=[CH:16][CH:15]=1)C.[OH-].[Na+]. Given the product [O:11]=[C:12]([CH2:13][C:14]1[CH:19]=[CH:18][CH:17]=[CH:16][CH:15]=1)[CH2:2][C:1]#[N:3], predict the reactants needed to synthesize it.